Dataset: Full USPTO retrosynthesis dataset with 1.9M reactions from patents (1976-2016). Task: Predict the reactants needed to synthesize the given product. (1) Given the product [Br:1][C:2]1[CH:3]=[CH:4][C:5]([O:12][C:13]([F:16])([F:15])[F:14])=[C:6]([S:8]([NH:27][C:19]2[CH:18]=[N:17][C:26]3[C:21]([CH:20]=2)=[CH:22][CH:23]=[CH:24][CH:25]=3)(=[O:10])=[O:9])[CH:7]=1, predict the reactants needed to synthesize it. The reactants are: [Br:1][C:2]1[CH:3]=[CH:4][C:5]([O:12][C:13]([F:16])([F:15])[F:14])=[C:6]([S:8](Cl)(=[O:10])=[O:9])[CH:7]=1.[N:17]1[C:26]2[C:21](=[CH:22][CH:23]=[CH:24][CH:25]=2)[CH:20]=[C:19]([NH2:27])[CH:18]=1. (2) Given the product [N:37]([CH2:36][CH2:35][O:34][CH2:33][CH2:32][O:31][CH2:30][CH2:29][O:28][CH2:27][C:26]([NH:25][C@@H:4]([CH2:5][CH2:6][CH2:7][CH2:8][NH:9][C:10](=[O:24])[CH2:11][O:12][CH2:13][CH2:14][O:15][CH2:16][CH2:17][O:18][CH2:19][CH2:20][N:21]=[N+:22]=[N-:23])[C:3]([OH:41])=[O:2])=[O:40])=[N+:38]=[N-:39], predict the reactants needed to synthesize it. The reactants are: C[O:2][C:3](=[O:41])[C@@H:4]([NH:25][C:26](=[O:40])[CH2:27][O:28][CH2:29][CH2:30][O:31][CH2:32][CH2:33][O:34][CH2:35][CH2:36][N:37]=[N+:38]=[N-:39])[CH2:5][CH2:6][CH2:7][CH2:8][NH:9][C:10](=[O:24])[CH2:11][O:12][CH2:13][CH2:14][O:15][CH2:16][CH2:17][O:18][CH2:19][CH2:20][N:21]=[N+:22]=[N-:23].[OH-].[Na+]. (3) Given the product [ClH:36].[OH:7][CH2:6][CH:5]([N:8]1[CH2:17][CH2:16][C:15]2[C:10](=[CH:11][CH:12]=[CH:13][C:14]=2[C:18]2[N:22]=[C:21]([C:23]3[CH:24]=[CH:25][C:26]([O:31][CH:32]([CH3:34])[CH3:33])=[C:27]([CH:30]=3)[C:28]#[N:29])[O:20][N:19]=2)[CH2:9]1)[CH2:4][OH:3], predict the reactants needed to synthesize it. The reactants are: CC1(C)[O:7][CH2:6][CH:5]([N:8]2[CH2:17][CH2:16][C:15]3[C:10](=[CH:11][CH:12]=[CH:13][C:14]=3[C:18]3[N:22]=[C:21]([C:23]4[CH:24]=[CH:25][C:26]([O:31][CH:32]([CH3:34])[CH3:33])=[C:27]([CH:30]=4)[C:28]#[N:29])[O:20][N:19]=3)[CH2:9]2)[CH2:4][O:3]1.[ClH:36]. (4) The reactants are: C(C[O:5][C:6](=[O:14])[C:7]1[CH:12]=[CH:11][CH:10]=[CH:9][C:8]=1[OH:13])(O)=O.C(N([CH2:20][CH3:21])CC)C.[OH2:22]. Given the product [CH3:21][C:20]([O:13][C:8]1[CH:9]=[CH:10][CH:11]=[CH:12][C:7]=1[C:6]([OH:5])=[O:14])=[O:22], predict the reactants needed to synthesize it. (5) Given the product [CH3:33][N:34]([CH:36]=[C:7]1[C:6](=[O:8])[CH2:5][N:4]([C:9]([O:11][C:12]([CH3:15])([CH3:14])[CH3:13])=[O:10])[CH2:3][C:2]1=[O:1])[CH3:35], predict the reactants needed to synthesize it. The reactants are: [O:1]=[C:2]1[CH2:7][C:6](=[O:8])[CH2:5][N:4]([C:9]([O:11][C:12]([CH3:15])([CH3:14])[CH3:13])=[O:10])[CH2:3]1.O(C(OC(C)(C)C)=O)C(OC(C)(C)C)=O.CO[CH:33](OC)[N:34]([CH3:36])[CH3:35]. (6) Given the product [C:1]([NH:4][C@@H:5]([CH2:42][C:43]1[CH:48]=[CH:47][CH:46]=[CH:45][CH:44]=1)[C:6]([NH:8][C@H:9]([C:34](=[O:41])[NH:35][CH2:36][CH2:37][CH2:38][CH2:39][CH3:40])[CH2:10][C:11]1[CH:12]=[CH:13][C:14]([N:17]2[CH2:21][C:20](=[O:22])[NH:19][S:18]2(=[O:33])=[O:32])=[CH:15][CH:16]=1)=[O:7])(=[O:3])[CH3:2], predict the reactants needed to synthesize it. The reactants are: [C:1]([NH:4][C@@H:5]([CH2:42][C:43]1[CH:48]=[CH:47][CH:46]=[CH:45][CH:44]=1)[C:6]([NH:8][C@H:9]([C:34](=[O:41])[NH:35][CH2:36][CH2:37][CH2:38][CH2:39][CH3:40])[CH2:10][C:11]1[CH:16]=[CH:15][C:14]([N:17]2[CH2:21][C:20](=[O:22])[N:19](CC3C=CC(OC)=CC=3)[S:18]2(=[O:33])=[O:32])=[CH:13][CH:12]=1)=[O:7])(=[O:3])[CH3:2]. (7) Given the product [Br:20][CH2:12][C:1]1[CH:6]=[CH:5][CH:4]=[CH:3][C:2]=1[C:7]([O:9][CH2:10][CH3:11])=[O:8], predict the reactants needed to synthesize it. The reactants are: [C:1]1([CH3:12])[C:2]([C:7]([O:9][CH2:10][CH3:11])=[O:8])=[CH:3][CH:4]=[CH:5][CH:6]=1.C1C(=O)N([Br:20])C(=O)C1.